The task is: Predict the reactants needed to synthesize the given product.. This data is from Retrosynthesis with 50K atom-mapped reactions and 10 reaction types from USPTO. (1) Given the product Cc1c(F)cc(C(=O)NC2CC2)cc1-c1nc(NC(CO)CO)nc2c1ccc(=O)n2-c1c(F)cccc1F, predict the reactants needed to synthesize it. The reactants are: Cc1c(F)cc(C(=O)NC2CC2)cc1B1OC(C)(C)C(C)(C)O1.O=c1ccc2c(Cl)nc(NC(CO)CO)nc2n1-c1c(F)cccc1F. (2) Given the product CC1CCCN1CCc1cc2cc(-c3ccc(C#N)cc3)ccc2n1C, predict the reactants needed to synthesize it. The reactants are: CC1CCCN1CCc1cc2cc(Br)ccc2n1C.N#Cc1ccc(B(O)O)cc1. (3) Given the product COCCCN1C(=O)COc2ccc(CO)cc21, predict the reactants needed to synthesize it. The reactants are: COCCCCl.O=C1COc2ccc(CO)cc2N1. (4) The reactants are: CCCCCCCCCC(=O)N1C[C@H](O)C[C@H]1C(=O)O.COC(=O)[C@@H]1CCCN1. Given the product CCCCCCCCCC(=O)N1C[C@H](O)C[C@H]1C(=O)N1CCC[C@H]1C(=O)OC, predict the reactants needed to synthesize it. (5) Given the product CCCCCCCCCCCCCCCCOCC(CNS(=O)(=O)CCCCl)OC, predict the reactants needed to synthesize it. The reactants are: CCCCCCCCCCCCCCCCOCC(CN)OC.O=S(=O)(Cl)CCCCl. (6) Given the product Cn1cc(S(=O)(=O)N2CCC(F)(C(=O)Nc3ccc(OC(F)(F)F)cc3)CC2)c(C(F)(F)F)n1, predict the reactants needed to synthesize it. The reactants are: Cn1cc(S(=O)(=O)N2CCC(F)(C(=O)O)CC2)c(C(F)(F)F)n1.Nc1ccc(OC(F)(F)F)cc1. (7) Given the product COC(=O)CC1Cc2ccc(OCCCNC(=O)OCc3ccc([N+](=O)[O-])cc3)cc2CN(C)C1=O, predict the reactants needed to synthesize it. The reactants are: COC(=O)CC1Cc2ccc(O)cc2CN(C)C1=O.O=C(NCCCO)OCc1ccc([N+](=O)[O-])cc1.